Dataset: Peptide-MHC class I binding affinity with 185,985 pairs from IEDB/IMGT. Task: Regression. Given a peptide amino acid sequence and an MHC pseudo amino acid sequence, predict their binding affinity value. This is MHC class I binding data. The peptide sequence is TPGPGVRYPL. The MHC is HLA-A68:02 with pseudo-sequence HLA-A68:02. The binding affinity (normalized) is 0.135.